Task: Predict the reaction yield, written as a fraction of the theoretical maximum amount of product (1.0 means a 100% yield; for example, 0.34 means a 34% yield).. Dataset: Reaction yield outcomes from USPTO patents with 853,638 reactions (1) The reactants are [CH2:1]([NH2:4])[CH2:2][NH2:3].[F:5][C:6]([F:15])([F:14])[C:7]1[O:11][C:10]([CH2:12]Cl)=[N:9][N:8]=1.C(O)C. The catalyst is CO. The product is [NH:3]1[CH2:2][CH2:1][NH:4][CH2:12]/[C:10]/1=[N:9]/[NH:8][C:7](=[O:11])[C:6]([F:15])([F:14])[F:5]. The yield is 0.468. (2) The reactants are Cl.Cl.[Cl:3][C:4]1[C:9]([Cl:10])=[C:8]([N:11]2[CH2:16][CH2:15][NH:14][CH2:13][CH2:12]2)[N:7]=[C:6]([NH:17][CH3:18])[N:5]=1.[C:19]([O:23][C:24](=[O:35])[NH:25][C@H:26]1[CH2:31][CH2:30][C@H:29]([CH2:32][CH:33]=O)[CH2:28][CH2:27]1)([CH3:22])([CH3:21])[CH3:20].C(N(CC)CC)C.C(O[BH-](OC(=O)C)OC(=O)C)(=O)C.[Na+].C(=O)([O-])[O-].[K+].[K+]. The catalyst is ClCCl.O. The product is [C:19]([O:23][C:24](=[O:35])[NH:25][C@H:26]1[CH2:27][CH2:28][C@H:29]([CH2:32][CH2:33][N:14]2[CH2:15][CH2:16][N:11]([C:8]3[C:9]([Cl:10])=[C:4]([Cl:3])[N:5]=[C:6]([NH:17][CH3:18])[N:7]=3)[CH2:12][CH2:13]2)[CH2:30][CH2:31]1)([CH3:22])([CH3:21])[CH3:20]. The yield is 0.885. (3) The reactants are [CH2:1]([O:8][CH2:9][CH2:10][CH2:11][O:12][C:13]1[C:14]([OH:21])=[C:15]([CH:18]=[CH:19][CH:20]=1)[CH:16]=[O:17])[C:2]1[CH:7]=[CH:6][CH:5]=[CH:4][CH:3]=1.N1C=CC=CC=1.[F:28][C:29]([F:42])([F:41])[S:30](O[S:30]([C:29]([F:42])([F:41])[F:28])(=[O:32])=[O:31])(=[O:32])=[O:31]. The catalyst is C(Cl)Cl. The product is [CH2:1]([O:8][CH2:9][CH2:10][CH2:11][O:12][C:13]1[CH:20]=[CH:19][CH:18]=[C:15]([CH:16]=[O:17])[C:14]=1[O:21][S:30]([C:29]([F:42])([F:41])[F:28])(=[O:32])=[O:31])[C:2]1[CH:3]=[CH:4][CH:5]=[CH:6][CH:7]=1. The yield is 0.820. (4) The reactants are C1CN([P+](Br)(N2CCCC2)N2CCCC2)CC1.F[P-](F)(F)(F)(F)F.[C:25]([O:29][C:30]([N:32]1[CH2:37][CH2:36][CH:35]([CH2:38][CH2:39][CH2:40][O:41][C:42]2[CH:47]=[CH:46][C:45]([C:48]([OH:50])=O)=[CH:44][C:43]=2[CH3:51])[CH2:34][CH2:33]1)=[O:31])([CH3:28])([CH3:27])[CH3:26].[CH3:52][N:53]1[C:62]2[NH:61][C:60]3[CH:63]=[CH:64][CH:65]=[CH:66][C:59]=3[NH:58][CH2:57][C:56]=2[CH:55]=[N:54]1.CCN(C(C)C)C(C)C. The catalyst is CN(C1C=CN=CC=1)C.ClCCl. The product is [C:25]([O:29][C:30]([N:32]1[CH2:33][CH2:34][CH:35]([CH2:38][CH2:39][CH2:40][O:41][C:42]2[CH:47]=[CH:46][C:45]([C:48]([N:58]3[CH2:57][C:56]4[CH:55]=[N:54][N:53]([CH3:52])[C:62]=4[NH:61][C:60]4[CH:63]=[CH:64][CH:65]=[CH:66][C:59]3=4)=[O:50])=[CH:44][C:43]=2[CH3:51])[CH2:36][CH2:37]1)=[O:31])([CH3:27])([CH3:26])[CH3:28]. The yield is 0.400. (5) The reactants are C(N1C2C3N(C(C4C=CC=C(OC)C=4)C4C=CC(C(N(CC)CC)=O)=CC=4)C(C1CC2)CC3)C1C=CC=CC=1.C([N:47]1[CH:51]2[CH:52]3[N:56]([CH:57]([C:72]4[CH:77]=[CH:76][CH:75]=[C:74]([O:78][CH3:79])[CH:73]=4)[C:58]4[CH:63]=[CH:62][C:61]([C:64]([N:66]5[CH2:71][CH2:70][CH2:69][CH2:68][CH2:67]5)=[O:65])=[CH:60][CH:59]=4)[CH:55]([CH:48]1[CH2:49][CH2:50]2)[CH2:54][CH2:53]3)C1C=CC=CC=1. No catalyst specified. The product is [CH:52]12[N:56]([CH:57]([C:72]3[CH:77]=[CH:76][CH:75]=[C:74]([O:78][CH3:79])[CH:73]=3)[C:58]3[CH:59]=[CH:60][C:61]([C:64]([N:66]4[CH2:67][CH2:68][CH2:69][CH2:70][CH2:71]4)=[O:65])=[CH:62][CH:63]=3)[CH:55]([CH2:54][CH2:53]1)[CH:48]1[NH:47][CH:51]2[CH2:50][CH2:49]1. The yield is 1.00. (6) The reactants are C(OC([N:8]1[CH2:17][CH2:16][C:15]2[C:10](=[CH:11][C:12]([C:18](=[O:38])[NH:19][CH:20]3[C:26]4=[N:27][C:28]([C:32]5[CH:37]=[CH:36][N:35]=[CH:34][N:33]=5)=[CH:29][C:30](=[O:31])[N:25]4[CH2:24][CH2:23][O:22][CH2:21]3)=[CH:13][CH:14]=2)[CH2:9]1)=O)(C)(C)C.[ClH:39]. The catalyst is ClCCl. The product is [ClH:39].[O:31]=[C:30]1[N:25]2[C:26]([CH:20]([NH:19][C:18]([C:12]3[CH:11]=[C:10]4[C:15]([CH2:16][CH2:17][NH:8][CH2:9]4)=[CH:14][CH:13]=3)=[O:38])[CH2:21][O:22][CH2:23][CH2:24]2)=[N:27][C:28]([C:32]2[CH:37]=[CH:36][N:35]=[CH:34][N:33]=2)=[CH:29]1. The yield is 0.700. (7) The reactants are CC([PH+](C(C)(C)C)CCCS([O-])(=O)=O)(C)C.Br[C:18]1[CH:39]=[C:38]2[C:21]([CH2:22][C:23]3([C:31]42[N:35]=[C:34]([NH2:36])[C:33]([CH3:37])=[N:32]4)[CH2:28][CH2:27][C:26]([F:30])([F:29])[CH2:25][CH2:24]3)=[CH:20][CH:19]=1.[Cl:40][C:41]1[CH:42]=[C:43](B(O)O)[CH:44]=[N:45][CH:46]=1.C([O-])([O-])=O.[K+].[K+]. The catalyst is CC1CCCO1.[Na+].[Na+].Cl[Pd+2](Cl)(Cl)Cl.O. The product is [Cl:40][C:41]1[CH:42]=[C:43]([C:18]2[CH:39]=[C:38]3[C:21]([CH2:22][C:23]4([C:31]53[N:35]=[C:34]([NH2:36])[C:33]([CH3:37])=[N:32]5)[CH2:24][CH2:25][C:26]([F:30])([F:29])[CH2:27][CH2:28]4)=[CH:20][CH:19]=2)[CH:44]=[N:45][CH:46]=1. The yield is 0.380. (8) The reactants are [Cl:1][C:2]1[C:3]([CH3:26])=[N:4][O:5][C:6]=1[N:7]([CH2:20][O:21][CH2:22][CH2:23][O:24][CH3:25])[S:8]([C:11]1[C:19]2[C:14](=[N:15][CH:16]=[CH:17][CH:18]=2)[S:13][CH:12]=1)(=[O:10])=[O:9].[Li]CCCC.[CH3:32][O:33][C:34]1[CH:41]=[CH:40][CH:39]=[C:38]([O:42][CH3:43])[C:35]=1[CH:36]=[O:37]. The catalyst is C1COCC1. The product is [Cl:1][C:2]1[C:3]([CH3:26])=[N:4][O:5][C:6]=1[N:7]([CH2:20][O:21][CH2:22][CH2:23][O:24][CH3:25])[S:8]([C:11]1[C:19]2[C:14](=[N:15][CH:16]=[CH:17][CH:18]=2)[S:13][C:12]=1[CH:36]([OH:37])[C:35]1[C:38]([O:42][CH3:43])=[CH:39][CH:40]=[CH:41][C:34]=1[O:33][CH3:32])(=[O:9])=[O:10]. The yield is 0.620. (9) The reactants are [C:1]1([S:7]([CH2:10][C:11]([O:13][CH3:14])=[O:12])(=[O:9])=[O:8])[CH:6]=[CH:5][CH:4]=[CH:3][CH:2]=1.C[O-].[Na+].[C:18]1(=[O:23])[CH2:22][CH2:21][CH:20]=[CH:19]1. The catalyst is CO.[NH4+].[Cl-]. The product is [CH3:14][O:13][C:11](=[O:12])[CH:10]([S:7]([C:1]1[CH:2]=[CH:3][CH:4]=[CH:5][CH:6]=1)(=[O:9])=[O:8])[CH:20]1[CH2:21][CH2:22][C:18](=[O:23])[CH2:19]1. The yield is 0.770. (10) The reactants are [N+](C1C=CC(O[C:9]([NH:11][CH2:12][CH:13]2[C:15]3([CH2:20][CH2:19][N:18]([C:21]([O:23][C:24]([CH3:27])([CH3:26])[CH3:25])=[O:22])[CH2:17][CH2:16]3)[CH2:14]2)=[O:10])=CC=1)([O-])=O.[CH2:30]1[C:38]2[CH:37]=[C:36]([NH2:39])[N:35]=[CH:34][C:33]=2[CH2:32][NH:31]1.CCN(C(C)C)C(C)C. The catalyst is C(Cl)Cl. The product is [NH2:39][C:36]1[N:35]=[CH:34][C:33]2[CH2:32][N:31]([C:9]([NH:11][CH2:12][CH:13]3[C:15]4([CH2:20][CH2:19][N:18]([C:21]([O:23][C:24]([CH3:26])([CH3:25])[CH3:27])=[O:22])[CH2:17][CH2:16]4)[CH2:14]3)=[O:10])[CH2:30][C:38]=2[CH:37]=1. The yield is 0.570.